Dataset: Full USPTO retrosynthesis dataset with 1.9M reactions from patents (1976-2016). Task: Predict the reactants needed to synthesize the given product. (1) Given the product [CH3:26][O:25][C:19]1[CH:20]=[C:21]([O:23][CH3:24])[N:22]=[C:17]([NH:15][C:5]2[CH:6]=[CH:7][C:8]([N:9]3[CH:13]=[C:12]([CH3:14])[N:11]=[CH:10]3)=[C:3]([O:2][CH3:1])[CH:4]=2)[N:18]=1, predict the reactants needed to synthesize it. The reactants are: [CH3:1][O:2][C:3]1[CH:4]=[C:5]([NH2:15])[CH:6]=[CH:7][C:8]=1[N:9]1[CH:13]=[C:12]([CH3:14])[N:11]=[CH:10]1.Cl[C:17]1[N:22]=[C:21]([O:23][CH3:24])[CH:20]=[C:19]([O:25][CH3:26])[N:18]=1.C(=O)([O-])[O-].[K+].[K+]. (2) Given the product [C:20]1([CH2:19][CH2:18][CH2:17][NH:16][C:15]([N:13]2[CH2:12][C:11]3([N:8]([S:34]([C:31]4[CH:32]=[CH:33][C:28]([Cl:27])=[CH:29][CH:30]=4)(=[O:36])=[O:35])[CH2:9][CH2:10]3)[CH2:14]2)=[O:26])[CH:21]=[CH:22][CH:23]=[CH:24][CH:25]=1, predict the reactants needed to synthesize it. The reactants are: C(OC([N:8]1[C:11]2([CH2:14][N:13]([C:15](=[O:26])[NH:16][CH2:17][CH2:18][CH2:19][C:20]3[CH:25]=[CH:24][CH:23]=[CH:22][CH:21]=3)[CH2:12]2)[CH2:10][CH2:9]1)=O)(C)(C)C.[Cl:27][C:28]1[CH:33]=[CH:32][C:31]([S:34](Cl)(=[O:36])=[O:35])=[CH:30][CH:29]=1. (3) The reactants are: [CH2:1]([O:3][C:4]([C:6]1[CH:11]=[C:10]([C:12]#[C:13][CH2:14][N:15]([C:17]([O:19][C:20]([CH3:23])([CH3:22])[CH3:21])=[O:18])[CH3:16])[CH:9]=[C:8]([C:24]([O:26][CH2:27][CH3:28])=[O:25])[CH:7]=1)=[O:5])[CH3:2]. Given the product [CH2:27]([O:26][C:24]([C:8]1[CH:9]=[C:10]([CH2:12][CH2:13][CH2:14][N:15]([C:17]([O:19][C:20]([CH3:21])([CH3:23])[CH3:22])=[O:18])[CH3:16])[CH:11]=[C:6]([C:4]([O:3][CH2:1][CH3:2])=[O:5])[CH:7]=1)=[O:25])[CH3:28], predict the reactants needed to synthesize it. (4) Given the product [C:14]([C:13]1[CH:20]=[C:9]([O:8][CH2:1][C:2]2[CH:3]=[CH:4][CH:5]=[CH:6][CH:7]=2)[C:10]([O:23][CH3:24])=[CH:11][C:12]=1[C:21]#[N:22])(=[O:15])[C:25]1[CH:30]=[CH:29][CH:28]=[CH:27][CH:26]=1, predict the reactants needed to synthesize it. The reactants are: [CH2:1]([O:8][C:9]1[C:10]([O:23][CH3:24])=[CH:11][C:12]([C:21]#[N:22])=[C:13]([CH:20]=1)[C:14](N(OC)C)=[O:15])[C:2]1[CH:7]=[CH:6][CH:5]=[CH:4][CH:3]=1.[C:25]1([Mg]Br)[CH:30]=[CH:29][CH:28]=[CH:27][CH:26]=1.[Cl-].[NH4+].Cl. (5) Given the product [NH2:7][C:8]1[N:9]([CH3:26])[C:10](=[O:25])[C:11]([CH3:24])([CH3:23])[C@:12]([C:15]2[CH:20]=[C:19]([NH:21][C:30](=[O:31])[C:29]([F:28])([CH3:34])[CH3:33])[CH:18]=[CH:17][C:16]=2[F:22])([CH3:14])[N:13]=1, predict the reactants needed to synthesize it. The reactants are: C(OC(=O)[NH:7][C:8]1[N:9]([CH3:26])[C:10](=[O:25])[C:11]([CH3:24])([CH3:23])[C@:12]([C:15]2[CH:20]=[C:19]([NH2:21])[CH:18]=[CH:17][C:16]=2[F:22])([CH3:14])[N:13]=1)(C)(C)C.[F:28][C:29]([CH3:34])([CH3:33])[C:30](O)=[O:31]. (6) Given the product [Si:1]([O:8][CH2:9][C@@H:10]1[CH:15]=[C:14]([CH:16]([CH3:18])[CH3:17])[C@H:13]([OH:19])[CH2:12][N:11]1[C:20]([O:22][C:23]([CH3:25])([CH3:24])[CH3:26])=[O:21])([C:4]([CH3:5])([CH3:6])[CH3:7])([CH3:3])[CH3:2], predict the reactants needed to synthesize it. The reactants are: [Si:1]([O:8][CH2:9][C@@H:10]1[CH:15]=[C:14]([CH:16]([CH3:18])[CH3:17])[C:13](=[O:19])[CH2:12][N:11]1[C:20]([O:22][C:23]([CH3:26])([CH3:25])[CH3:24])=[O:21])([C:4]([CH3:7])([CH3:6])[CH3:5])([CH3:3])[CH3:2].[Si](OC[C@@H]1C=C(C)[C@H](O)CN1C(OC(C)(C)C)=O)(C(C)(C)C)(C)C. (7) Given the product [OH:26][C:21]1[CH:22]=[C:23]2[C:18](=[CH:19][CH:20]=1)[C:17](=[O:27])[N:16]([C:13]1[CH:14]=[CH:15][C:10]([N:2]3[CH2:3][CH2:4][C@:5]4([CH2:9][CH2:8][N:7]([CH2:28][C:29]([OH:30])([CH3:32])[CH3:31])[CH2:6]4)[CH2:1]3)=[CH:11][CH:12]=1)[CH:25]=[CH:24]2, predict the reactants needed to synthesize it. The reactants are: [CH2:1]1[C@@:5]2([CH2:9][CH2:8][NH:7][CH2:6]2)[CH2:4][CH2:3][N:2]1[C:10]1[CH:15]=[CH:14][C:13]([N:16]2[CH:25]=[CH:24][C:23]3[C:18](=[CH:19][CH:20]=[C:21]([OH:26])[CH:22]=3)[C:17]2=[O:27])=[CH:12][CH:11]=1.[CH3:28][C:29]1([CH3:32])[CH2:31][O:30]1. (8) Given the product [Cl:23][C:17]1[C:16]([CH3:24])=[C:15]([N:12]2[C:13](=[O:14])[C:9](=[CH2:8])[N:10]([CH3:26])[C:11]2=[O:25])[CH:20]=[CH:19][C:18]=1[C:21]#[N:22], predict the reactants needed to synthesize it. The reactants are: C(OC(=O)N[CH2:8][CH:9]1[C:13](=[O:14])[N:12]([C:15]2[CH:20]=[CH:19][C:18]([C:21]#[N:22])=[C:17]([Cl:23])[C:16]=2[CH3:24])[C:11](=[O:25])[N:10]1[CH3:26])(C)(C)C. (9) Given the product [CH2:1]([C:5]1([CH2:10][CH3:11])[CH2:6][O:7][P:12]([O:31][CH:28]2[CH2:27][CH2:26][CH:25]([CH2:16][CH2:17][CH2:18][CH2:19][CH2:20][CH2:21][CH2:22][CH2:23][CH3:24])[CH2:30][CH2:29]2)[O:9][CH2:8]1)[CH2:2][CH2:3][CH3:4], predict the reactants needed to synthesize it. The reactants are: [CH2:1]([C:5]([CH2:10][CH3:11])([CH2:8][OH:9])[CH2:6][OH:7])[CH2:2][CH2:3][CH3:4].[P:12](Cl)(Cl)Cl.[CH2:16]([CH:25]1[CH2:30][CH2:29][CH:28]([OH:31])[CH2:27][CH2:26]1)[CH2:17][CH2:18][CH2:19][CH2:20][CH2:21][CH2:22][CH2:23][CH3:24].C(N(CC)CC)C. (10) Given the product [C:2]([C:4]1[CH:12]=[CH:11][C:7]([CH2:8][O:9][NH2:10])=[C:6]([O:13][CH2:14][CH3:15])[CH:5]=1)#[N:3].[CH2:16]=[O:17], predict the reactants needed to synthesize it. The reactants are: Cl.[C:2]([C:4]1[CH:12]=[CH:11][C:7]([CH2:8][O:9][NH2:10])=[C:6]([O:13][CH2:14][CH3:15])[CH:5]=1)#[N:3].[CH3:16][OH:17].C=O.